From a dataset of Catalyst prediction with 721,799 reactions and 888 catalyst types from USPTO. Predict which catalyst facilitates the given reaction. Reactant: [C:1]([C:3]1[CH:8]=[CH:7][C:6]([NH:9][CH2:10][C:11](O)=O)=[CH:5][CH:4]=1)#[N:2].[N:14]1[CH:19]=[CH:18][CH:17]=[CH:16][C:15]=1[N:20]([CH2:32][C:33]([O:35][CH2:36][CH3:37])=[O:34])[C:21](=[O:31])[C:22]1[CH:27]=[CH:26][C:25]([NH:28][CH3:29])=[C:24]([NH2:30])[CH:23]=1. Product: [N:14]1[CH:19]=[CH:18][CH:17]=[CH:16][C:15]=1[N:20]([CH2:32][C:33]([O:35][CH2:36][CH3:37])=[O:34])[C:21]([C:22]1[CH:27]=[CH:26][C:25]2[N:28]([CH3:29])[C:11]([CH2:10][NH:9][C:6]3[CH:5]=[CH:4][C:3]([C:1]#[N:2])=[CH:8][CH:7]=3)=[N:30][C:24]=2[CH:23]=1)=[O:31]. The catalyst class is: 98.